Dataset: Forward reaction prediction with 1.9M reactions from USPTO patents (1976-2016). Task: Predict the product of the given reaction. (1) Given the reactants [CH2:1]([Zn]CC)C.FC(F)(F)C(O)=O.ICI.[C:16]([Si:20]([CH3:35])([CH3:34])[O:21][CH2:22]/[CH:23]=[CH:24]/[B:25]1[O:29][C:28]([CH3:31])([CH3:30])[C:27]([CH3:33])([CH3:32])[O:26]1)([CH3:19])([CH3:18])[CH3:17], predict the reaction product. The product is: [C:16]([Si:20]([CH3:35])([CH3:34])[O:21][CH2:22][CH:23]1[CH2:1][CH:24]1[B:25]1[O:26][C:27]([CH3:33])([CH3:32])[C:28]([CH3:31])([CH3:30])[O:29]1)([CH3:17])([CH3:19])[CH3:18]. (2) Given the reactants [CH2:1]([C:3]1[CH:8]=[CH:7][CH:6]=[CH:5][C:4]=1[C:9]1[C:14]2[N:15]([CH3:19])[C:16](=O)[NH:17][C:13]=2[CH:12]=[CH:11][CH:10]=1)[CH3:2].P(Cl)(Cl)([Cl:22])=O.[OH-].[Na+], predict the reaction product. The product is: [Cl:22][C:16]1[N:15]([CH3:19])[C:14]2[C:9]([C:4]3[CH:5]=[CH:6][CH:7]=[CH:8][C:3]=3[CH2:1][CH3:2])=[CH:10][CH:11]=[CH:12][C:13]=2[N:17]=1. (3) Given the reactants C[Si](C)(C)O[C:4]([CH3:20])=[C:5]([C:13]([O:15][Si](C)(C)C)=[CH2:14])[C:6]([O:8][C:9]([CH3:12])([CH3:11])[CH3:10])=[O:7].Cl[C:24]1[C:25](=[O:36])[C:26]2[C:31]([C:32](=[O:34])[CH:33]=1)=[CH:30][CH:29]=[CH:28][C:27]=2[OH:35], predict the reaction product. The product is: [OH:15][C:13]1[C:5]([C:6]([O:8][C:9]([CH3:12])([CH3:11])[CH3:10])=[O:7])=[C:4]([CH3:20])[C:24]2[C:25](=[O:36])[C:26]3[C:31]([C:32](=[O:34])[C:33]=2[CH:14]=1)=[CH:30][CH:29]=[CH:28][C:27]=3[OH:35]. (4) The product is: [NH2:32][C:10]1[N:11]2[CH2:16][C:15]([F:18])([F:17])[CH2:14][N:13]=[C:12]2[C:8]([C:20]2[CH:21]=[C:22]([CH:28]=[CH:29][CH:30]=2)[C:23]([N:25]([CH3:27])[CH3:26])=[O:24])([C:4]2[CH:5]=[CH:6][CH:7]=[C:2]([Br:1])[CH:3]=2)[N:9]=1. Given the reactants [Br:1][C:2]1[CH:3]=[C:4]([C:8]2([C:20]3[CH:21]=[C:22]([CH:28]=[CH:29][CH:30]=3)[C:23]([N:25]([CH3:27])[CH3:26])=[O:24])[C:12]3=[N:13][CH2:14][C:15]([F:18])([F:17])[CH2:16][N:11]3[C:10](=S)[NH:9]2)[CH:5]=[CH:6][CH:7]=1.[OH-].[NH4+:32].C(OO)(C)(C)C, predict the reaction product. (5) Given the reactants [Cl:1][C:2]1[S:6][C:5]([C:7]([OH:9])=O)=[CH:4][CH:3]=1.[CH2:10]([NH2:13])[CH:11]=[CH2:12].[CH3:14][Si:15](Cl)([CH3:17])[CH3:16], predict the reaction product. The product is: [Cl:1][C:2]1[S:6][C:5]([C:7]([NH:13][CH2:10][CH:11]=[CH2:12])=[O:9])=[C:4]([Si:15]([CH3:17])([CH3:16])[CH3:14])[CH:3]=1. (6) The product is: [CH3:25][O:24][N:23]=[C:9]([C:3]1[C:2]([Cl:1])=[CH:7][C:6]([Cl:8])=[CH:5][N:4]=1)[CH:10]([NH2:12])[CH3:11]. Given the reactants [Cl:1][C:2]1[C:3]([C:9](=[N:23][O:24][CH3:25])[CH:10]([N:12]2C(=O)C3=CC=CC=C3C2=O)[CH3:11])=[N:4][CH:5]=[C:6]([Cl:8])[CH:7]=1.O.NN, predict the reaction product.